This data is from Peptide-MHC class I binding affinity with 185,985 pairs from IEDB/IMGT. The task is: Regression. Given a peptide amino acid sequence and an MHC pseudo amino acid sequence, predict their binding affinity value. This is MHC class I binding data. The peptide sequence is TPPDVTNWM. The MHC is H-2-Ld with pseudo-sequence H-2-Ld. The binding affinity (normalized) is 0.111.